From a dataset of Catalyst prediction with 721,799 reactions and 888 catalyst types from USPTO. Predict which catalyst facilitates the given reaction. (1) Reactant: [C:1]([O:5][C:6]([N:8]1[CH2:13][C@@H:12]([N:14]([C:19]([C:21]2[N:25]([CH2:26][CH2:27][CH2:28][CH2:29][O:30][CH3:31])[C:24]3[CH:32]=[CH:33][C:34]([F:36])=[CH:35][C:23]=3[N:22]=2)=[O:20])[CH2:15][CH:16]([CH3:18])[CH3:17])[CH2:11][C@@H:10]([C:37](O)=[O:38])[CH2:9]1)=[O:7])([CH3:4])([CH3:3])[CH3:2].[NH4+:40].N1(O)C2C=CC=CC=2N=N1.CCN=C=NCCCN(C)C.Cl.C(N(C(C)C)CC)(C)C. Product: [C:37]([C@@H:10]1[CH2:11][C@H:12]([N:14]([C:19]([C:21]2[N:25]([CH2:26][CH2:27][CH2:28][CH2:29][O:30][CH3:31])[C:24]3[CH:32]=[CH:33][C:34]([F:36])=[CH:35][C:23]=3[N:22]=2)=[O:20])[CH2:15][CH:16]([CH3:17])[CH3:18])[CH2:13][N:8]([C:6]([O:5][C:1]([CH3:3])([CH3:2])[CH3:4])=[O:7])[CH2:9]1)(=[O:38])[NH2:40]. The catalyst class is: 3. (2) Reactant: C([C:3]([N:11]1[CH2:16][CH2:15][N:14]([C:17]([O:19][C:20]([CH3:23])([CH3:22])[CH3:21])=[O:18])[CH2:13][CH2:12]1)=[CH:4][C:5]1[CH:10]=[CH:9][CH:8]=[CH:7][N:6]=1)#N.[N-:24]=[N+:25]=[N-:26].[Na+]. Product: [N:6]1[CH:7]=[CH:8][CH:9]=[CH:10][C:5]=1[C:4]1[NH:26][N:25]=[N:24][C:3]=1[N:11]1[CH2:12][CH2:13][N:14]([C:17]([O:19][C:20]([CH3:21])([CH3:22])[CH3:23])=[O:18])[CH2:15][CH2:16]1. The catalyst class is: 16. (3) Reactant: [NH2:1][C:2]1[N:3]([CH3:28])[C:4](=[O:27])[C@:5]2([N:26]=1)[C:14]1[C:9](=[CH:10][CH:11]=[C:12]([Br:15])[CH:13]=1)[CH2:8][C@:7]([CH2:17][O:18][Si](C(C)(C)C)(C)C)([CH3:16])[CH2:6]2.CCCC[N+](CCCC)(CCCC)CCCC.[F-]. Product: [NH2:1][C:2]1[N:3]([CH3:28])[C:4](=[O:27])[C@:5]2([N:26]=1)[C:14]1[C:9](=[CH:10][CH:11]=[C:12]([Br:15])[CH:13]=1)[CH2:8][C@@:7]([CH2:17][OH:18])([CH3:16])[CH2:6]2. The catalyst class is: 1. (4) Reactant: [CH3:1][N:2]([CH3:10])[CH2:3][CH:4]=[CH:5][C:6]([NH:8][CH3:9])=[O:7].[S:11](=[O:15])(=[O:14])([OH:13])[OH:12]. Product: [S:11]([O-:15])([O-:14])(=[O:13])=[O:12].[CH3:1][N:2]([CH3:10])[CH2:3][CH:4]=[CH:5][C:6]([NH:8][CH3:9])=[O:7]. The catalyst class is: 8. (5) Product: [NH2:31][C@H:26]1[CH2:27][CH2:28][CH2:29][CH2:30][C@H:25]1[NH:24][C:15]1[N:14]=[C:13]([NH:12][C:8]2[CH:9]=[CH:10][CH:11]=[C:6]([N:2]3[N:3]=[CH:4][CH:5]=[N:1]3)[CH:7]=2)[C:18]([C:19]([NH2:20])=[O:21])=[C:17]([O:22][CH3:23])[N:16]=1. The catalyst class is: 2. Reactant: [N:1]1[N:2]([C:6]2[CH:7]=[C:8]([NH:12][C:13]3[C:18]([C:19](=[O:21])[NH2:20])=[C:17]([O:22][CH3:23])[N:16]=[C:15]([NH:24][C@@H:25]4[CH2:30][CH2:29][CH2:28][CH2:27][C@@H:26]4[NH:31]C(=O)OC(C)(C)C)[N:14]=3)[CH:9]=[CH:10][CH:11]=2)[N:3]=[CH:4][CH:5]=1.C(O)(C(F)(F)F)=O. (6) Reactant: [Cl:1][C:2]1[CH:7]=[CH:6][C:5]([S:8][C:9]2[C:17]3[C:12](=[N:13][CH:14]=[CH:15][CH:16]=3)[NH:11][C:10]=2[C@H:18]2[CH2:23][CH2:22][C@H:21]([OH:24])[CH2:20][CH2:19]2)=[CH:4][CH:3]=1. Product: [Cl:1][C:2]1[CH:7]=[CH:6][C:5]([S:8][C:9]2[C:17]3[C:12](=[N:13][CH:14]=[CH:15][CH:16]=3)[NH:11][C:10]=2[CH:18]2[CH2:19][CH2:20][C:21](=[O:24])[CH2:22][CH2:23]2)=[CH:4][CH:3]=1. The catalyst class is: 4. (7) Reactant: [F:1][C:2]([F:16])([F:15])[C:3]1[CH:8]=[CH:7][N:6]2[C:9]([C:12]([OH:14])=O)=[CH:10][N:11]=[C:5]2[CH:4]=1.CN(C=O)C.[NH2:22][C:23]1[CH:24]=[C:25]([C:30]2[N:34]=[C:33]([CH:35]3[CH2:38][N:37]([C:39]([O:41][CH3:42])=[O:40])[CH2:36]3)[O:32][N:31]=2)[CH:26]=[CH:27][C:28]=1[CH3:29]. Product: [CH3:29][C:28]1[CH:27]=[CH:26][C:25]([C:30]2[N:34]=[C:33]([CH:35]3[CH2:36][N:37]([C:39]([O:41][CH3:42])=[O:40])[CH2:38]3)[O:32][N:31]=2)=[CH:24][C:23]=1[NH:22][C:12]([C:9]1[N:6]2[CH:7]=[CH:8][C:3]([C:2]([F:1])([F:16])[F:15])=[CH:4][C:5]2=[N:11][CH:10]=1)=[O:14]. The catalyst class is: 272. (8) Reactant: [C:1]([O:5][C:6]([N:8]1[CH2:13][CH2:12][N:11]([CH:14]([C:22](O)=[O:23])[C:15]2[CH:20]=[CH:19][CH:18]=[CH:17][C:16]=2[CH3:21])[CH2:10][CH2:9]1)=[O:7])([CH3:4])([CH3:3])[CH3:2].C(P(=O)(OCC)OCC)#N.[CH2:35]([NH:37][CH2:38][CH3:39])[CH3:36]. Product: [C:1]([O:5][C:6]([N:8]1[CH2:13][CH2:12][N:11]([CH:14]([C:22](=[O:23])[N:37]([CH2:38][CH3:39])[CH2:35][CH3:36])[C:15]2[CH:20]=[CH:19][CH:18]=[CH:17][C:16]=2[CH3:21])[CH2:10][CH2:9]1)=[O:7])([CH3:2])([CH3:4])[CH3:3]. The catalyst class is: 31.